From a dataset of Catalyst prediction with 721,799 reactions and 888 catalyst types from USPTO. Predict which catalyst facilitates the given reaction. Reactant: [NH2:1][C:2]1[CH:7]=[C:6]([CH3:8])[C:5]([Br:9])=[C:4]([CH3:10])[N:3]=1.[C:11]1(C)[CH:16]=[CH:15][C:14](S(O)(=O)=O)=[CH:13][CH:12]=1.O. The catalyst class is: 11. Product: [CH3:14][C:13]1[N:1]([C:2]2[CH:7]=[C:6]([CH3:8])[C:5]([Br:9])=[C:4]([CH3:10])[N:3]=2)[C:16]([CH3:15])=[CH:11][CH:12]=1.